The task is: Regression. Given two drug SMILES strings and cell line genomic features, predict the synergy score measuring deviation from expected non-interaction effect.. This data is from NCI-60 drug combinations with 297,098 pairs across 59 cell lines. Drug 1: CCCS(=O)(=O)NC1=C(C(=C(C=C1)F)C(=O)C2=CNC3=C2C=C(C=N3)C4=CC=C(C=C4)Cl)F. Drug 2: CC12CCC(CC1=CCC3C2CCC4(C3CC=C4C5=CN=CC=C5)C)O. Cell line: SW-620. Synergy scores: CSS=-2.63, Synergy_ZIP=8.88, Synergy_Bliss=13.2, Synergy_Loewe=-7.78, Synergy_HSA=-5.91.